This data is from Reaction yield outcomes from USPTO patents with 853,638 reactions. The task is: Predict the reaction yield, written as a fraction of the theoretical maximum amount of product (1.0 means a 100% yield; for example, 0.34 means a 34% yield). (1) The reactants are [CH:1]([OH:3])=O.[NH2:4][C:5]1[C:12]([N+:13]([O-])=O)=[C:11]([CH3:16])[C:10]([N+:17]([O-])=O)=[CH:9][C:6]=1[C:7]#[N:8].N[C:21]1C([N+]([O-])=O)=C(C)C([N+]([O-])=O)=CC=1C#N.O.C(O)=O. The catalyst is [Pt].O. The product is [CH:1]([NH:17][C:10]1[CH:9]=[C:6]([C:7]#[N:8])[C:5]2[N:4]=[CH:21][NH:13][C:12]=2[C:11]=1[CH3:16])=[O:3]. The yield is 0.650. (2) The reactants are Cl[C:2]1[N:7]=[C:6]([N:8]2[CH2:11][CH:10]([O:12][C:13]3[CH:18]=[CH:17][C:16]([Cl:19])=[CH:15][C:14]=3[F:20])[CH2:9]2)[N:5]=[CH:4][N:3]=1.CCN(C(C)C)C(C)C.[NH2:30][C:31]1[CH:32]=[C:33]([CH:38]=[CH:39][CH:40]=1)[C:34]([NH:36][CH3:37])=[O:35]. The catalyst is C(O)(C)C. The product is [Cl:19][C:16]1[CH:17]=[CH:18][C:13]([O:12][CH:10]2[CH2:11][N:8]([C:6]3[N:5]=[CH:4][N:3]=[C:2]([NH:30][C:31]4[CH:32]=[C:33]([CH:38]=[CH:39][CH:40]=4)[C:34]([NH:36][CH3:37])=[O:35])[N:7]=3)[CH2:9]2)=[C:14]([F:20])[CH:15]=1. The yield is 0.530. (3) The reactants are [H-].[Na+].[NH:3]1[CH:7]=[CH:6][N:5]=[CH:4]1.CS(O[CH2:13][C@@H:14]1[C@@H:23]([CH3:24])[C@H:22]([C:25]([C:27]2[CH:32]=[C:31]([O:33][CH3:34])[CH:30]=[C:29]([O:35][CH3:36])[CH:28]=2)=[O:26])[C@:21]2([CH3:37])[C@H:16]([C:17]([CH3:39])([CH3:38])[CH2:18][CH2:19][CH2:20]2)[CH2:15]1)(=O)=O.C([O-])(O)=O.[Na+]. The catalyst is CN(C=O)C.CCOCC. The product is [CH3:36][O:35][C:29]1[CH:28]=[C:27]([C:25]([C@@H:22]2[C@:21]3([CH3:37])[C@H:16]([C:17]([CH3:39])([CH3:38])[CH2:18][CH2:19][CH2:20]3)[CH2:15][C@H:14]([CH2:13][N:3]3[CH:7]=[CH:6][N:5]=[CH:4]3)[C@H:23]2[CH3:24])=[O:26])[CH:32]=[C:31]([O:33][CH3:34])[CH:30]=1. The yield is 0.840. (4) The reactants are [F:1][C:2]1[CH:3]=[C:4]([CH:7]=[C:8]([OH:11])[C:9]=1[OH:10])[CH:5]=[O:6].[C:12]([O-])([O-])=O.[Cs+].[Cs+].O. The catalyst is CN(C=O)C. The product is [F:1][C:2]1[C:9]2[O:10][CH2:12][O:11][C:8]=2[CH:7]=[C:4]([CH:5]=[O:6])[CH:3]=1. The yield is 0.490. (5) The reactants are [CH2:1]([C:3]1[O:4][C:5]2[CH:11]=[CH:10][CH:9]=[CH:8][C:6]=2[CH:7]=1)[CH3:2].N#N.[I:14][C:15]1[CH:16]=[C:17]([CH:21]=[CH:22][C:23]=1[O:24][CH3:25])[C:18](Cl)=[O:19].[Sn](Cl)(Cl)(Cl)Cl. The catalyst is C(=S)=S.O. The product is [CH2:1]([C:3]1[O:4][C:5]2[CH:11]=[CH:10][CH:9]=[CH:8][C:6]=2[C:7]=1[C:18]([C:17]1[CH:21]=[CH:22][C:23]([O:24][CH3:25])=[C:15]([I:14])[CH:16]=1)=[O:19])[CH3:2]. The yield is 0.560. (6) The reactants are [Cl:1][C:2]1[CH:3]=[C:4]([N:8]2[C@@H:12]([CH3:13])[C@H:11]([OH:14])[C:10]([F:16])([F:15])[C:9]2=[O:17])[CH:5]=[CH:6][CH:7]=1.[I:18]N1C(=O)CCC1=O. The catalyst is C(O)(=O)C.S(=O)(=O)(O)O. The product is [Cl:1][C:2]1[CH:3]=[C:4]([N:8]2[C@@H:12]([CH3:13])[C@H:11]([OH:14])[C:10]([F:15])([F:16])[C:9]2=[O:17])[CH:5]=[CH:6][C:7]=1[I:18]. The yield is 0.690. (7) The reactants are [CH2:1]([O:3][C:4]([C:6]1[C:7](=[O:18])[O:8][C:9]2[C:14]([CH:15]=1)=[C:13]([CH3:16])[CH:12]=[C:11]([OH:17])[CH:10]=2)=[O:5])[CH3:2].C(N(C(C)C)CC)(C)C.Cl[CH2:29][O:30][CH3:31]. The catalyst is CN(C=O)C.C(O)(=O)CC(CC(O)=O)(C(O)=O)O. The product is [CH2:1]([O:3][C:4]([C:6]1[C:7](=[O:18])[O:8][C:9]2[C:14]([CH:15]=1)=[C:13]([CH3:16])[CH:12]=[C:11]([O:17][CH2:29][O:30][CH3:31])[CH:10]=2)=[O:5])[CH3:2]. The yield is 0.790. (8) The reactants are [CH2:1]([O:8][C:9]1[CH:10]=[CH:11][C:12]2[O:16][C:15]([CH:17]([NH:21][C:22]3[CH:27]=[CH:26][C:25]([C:28]([N:30]([CH3:38])[CH2:31][CH2:32][C:33]([O:35]CC)=[O:34])=[O:29])=[CH:24][CH:23]=3)[CH:18]([CH3:20])[CH3:19])=[C:14]([CH3:39])[C:13]=2[CH:40]=1)[C:2]1[CH:7]=[CH:6][CH:5]=[CH:4][CH:3]=1.[OH-].[Na+]. The catalyst is C(O)C. The product is [CH2:1]([O:8][C:9]1[CH:10]=[CH:11][C:12]2[O:16][C:15]([CH:17]([NH:21][C:22]3[CH:23]=[CH:24][C:25]([C:28]([N:30]([CH3:38])[CH2:31][CH2:32][C:33]([OH:35])=[O:34])=[O:29])=[CH:26][CH:27]=3)[CH:18]([CH3:19])[CH3:20])=[C:14]([CH3:39])[C:13]=2[CH:40]=1)[C:2]1[CH:3]=[CH:4][CH:5]=[CH:6][CH:7]=1. The yield is 0.790. (9) The reactants are [C:1]([C:5]1[CH:10]=[C:9]([C:11]2[CH:16]=[CH:15][CH:14]=[CH:13][C:12]=2[O:17][CH2:18][CH3:19])[C:8]([N+:20]([O-])=O)=[CH:7][C:6]=1[OH:23])([CH3:4])([CH3:3])[CH3:2]. The catalyst is CO.[Ni]. The product is [C:1]([C:5]1[CH:10]=[C:9]([C:11]2[CH:16]=[CH:15][CH:14]=[CH:13][C:12]=2[O:17][CH2:18][CH3:19])[C:8]([NH2:20])=[CH:7][C:6]=1[OH:23])([CH3:3])([CH3:2])[CH3:4]. The yield is 0.920. (10) The product is [C:1]([C:5]1[CH:9]=[C:8]([NH:10][C:11]([NH:13][C:14]2[CH:19]=[CH:18][C:17]([CH2:20][C:21]3[CH:26]=[CH:25][C:24]([NH:27][C:29]([CH3:30])=[O:31])=[CH:23][CH:22]=3)=[CH:16][CH:15]=2)=[O:12])[N:7]([CH3:28])[N:6]=1)([CH3:4])([CH3:2])[CH3:3]. The reactants are [C:1]([C:5]1[CH:9]=[C:8]([NH:10][C:11]([NH:13][C:14]2[CH:19]=[CH:18][C:17]([CH2:20][C:21]3[CH:26]=[CH:25][C:24]([NH2:27])=[CH:23][CH:22]=3)=[CH:16][CH:15]=2)=[O:12])[N:7]([CH3:28])[N:6]=1)([CH3:4])([CH3:3])[CH3:2].[C:29](Cl)(=[O:31])[CH3:30].CCN(CC)CC. The catalyst is C(Cl)Cl.CCOC(C)=O. The yield is 0.480.